This data is from NCI-60 drug combinations with 297,098 pairs across 59 cell lines. The task is: Regression. Given two drug SMILES strings and cell line genomic features, predict the synergy score measuring deviation from expected non-interaction effect. (1) Drug 1: CN(C(=O)NC(C=O)C(C(C(CO)O)O)O)N=O. Drug 2: CC(C)NC(=O)C1=CC=C(C=C1)CNNC.Cl. Cell line: HCT116. Synergy scores: CSS=3.14, Synergy_ZIP=1.43, Synergy_Bliss=4.72, Synergy_Loewe=-3.41, Synergy_HSA=-1.02. (2) Synergy scores: CSS=31.0, Synergy_ZIP=-1.53, Synergy_Bliss=-0.906, Synergy_Loewe=-46.0, Synergy_HSA=-1.32. Cell line: A549. Drug 2: CN1C2=C(C=C(C=C2)N(CCCl)CCCl)N=C1CCCC(=O)O.Cl. Drug 1: CCC1=CC2CC(C3=C(CN(C2)C1)C4=CC=CC=C4N3)(C5=C(C=C6C(=C5)C78CCN9C7C(C=CC9)(C(C(C8N6C)(C(=O)OC)O)OC(=O)C)CC)OC)C(=O)OC.C(C(C(=O)O)O)(C(=O)O)O. (3) Drug 1: CC12CCC3C(C1CCC2=O)CC(=C)C4=CC(=O)C=CC34C. Drug 2: CN1C2=C(C=C(C=C2)N(CCCl)CCCl)N=C1CCCC(=O)O.Cl. Cell line: HCT-15. Synergy scores: CSS=13.2, Synergy_ZIP=0.950, Synergy_Bliss=1.80, Synergy_Loewe=-20.7, Synergy_HSA=0.624. (4) Drug 1: C1=CC(=CC=C1CCC2=CNC3=C2C(=O)NC(=N3)N)C(=O)NC(CCC(=O)O)C(=O)O. Drug 2: CC=C1C(=O)NC(C(=O)OC2CC(=O)NC(C(=O)NC(CSSCCC=C2)C(=O)N1)C(C)C)C(C)C. Cell line: COLO 205. Synergy scores: CSS=49.5, Synergy_ZIP=-2.51, Synergy_Bliss=-6.44, Synergy_Loewe=-6.27, Synergy_HSA=-5.63. (5) Drug 1: CC1=C2C(C(=O)C3(C(CC4C(C3C(C(C2(C)C)(CC1OC(=O)C(C(C5=CC=CC=C5)NC(=O)C6=CC=CC=C6)O)O)OC(=O)C7=CC=CC=C7)(CO4)OC(=O)C)O)C)OC(=O)C. Drug 2: CCC1(C2=C(COC1=O)C(=O)N3CC4=CC5=C(C=CC(=C5CN(C)C)O)N=C4C3=C2)O.Cl. Cell line: UACC62. Synergy scores: CSS=69.4, Synergy_ZIP=-3.61, Synergy_Bliss=-3.90, Synergy_Loewe=-1.14, Synergy_HSA=1.81. (6) Drug 1: C#CCC(CC1=CN=C2C(=N1)C(=NC(=N2)N)N)C3=CC=C(C=C3)C(=O)NC(CCC(=O)O)C(=O)O. Drug 2: C(CC(=O)O)C(=O)CN.Cl. Cell line: SK-MEL-28. Synergy scores: CSS=16.6, Synergy_ZIP=-3.15, Synergy_Bliss=-0.469, Synergy_Loewe=-0.169, Synergy_HSA=-0.289.